Task: Predict the reaction yield, written as a fraction of the theoretical maximum amount of product (1.0 means a 100% yield; for example, 0.34 means a 34% yield).. Dataset: Reaction yield outcomes from USPTO patents with 853,638 reactions (1) The reactants are [Br:1][C:2]1[CH:10]=[C:9]2[C:5]([CH:6]=[C:7]([C:21]([N:23]3[CH2:28][CH2:27][S:26](=[O:30])(=[O:29])[CH2:25][CH2:24]3)=[O:22])[N:8]2[CH2:11][CH2:12][O:13][Si](C(C)(C)C)(C)C)=[CH:4][C:3]=1[O:31][CH:32]1[CH2:37][CH2:36][N:35]([CH:38]([CH3:40])[CH3:39])[CH2:34][CH2:33]1.FC(F)(F)C(O)=O. The catalyst is ClCCl. The product is [Br:1][C:2]1[CH:10]=[C:9]2[C:5]([CH:6]=[C:7]([C:21]([N:23]3[CH2:24][CH2:25][S:26](=[O:30])(=[O:29])[CH2:27][CH2:28]3)=[O:22])[N:8]2[CH2:11][CH2:12][OH:13])=[CH:4][C:3]=1[O:31][CH:32]1[CH2:37][CH2:36][N:35]([CH:38]([CH3:40])[CH3:39])[CH2:34][CH2:33]1. The yield is 0.990. (2) The reactants are [CH2:1]([O:3][C:4]([CH:6]1[CH2:10][CH2:9][CH2:8][C:7]1=O)=[O:5])[CH3:2].[CH2:12]([NH2:14])[CH3:13].O1CCCC1.C([BH3-])#N.[Na+]. The catalyst is C(O)C.C(O)(=O)C. The product is [CH2:1]([O:3][C:4]([C:6]1[CH2:10][CH2:9][CH2:8][C:7]=1[NH:14][CH2:12][CH3:13])=[O:5])[CH3:2]. The yield is 0.432. (3) The reactants are Cl.[NH2:2][OH:3].C[O-].[Na+].C1COCC1.[Cl:12][C:13]1[CH:14]=[C:15]2[C:19](=[CH:20][CH:21]=1)[NH:18][C:17]([C:22]([NH:24][CH:25]1[CH2:34][C:33]3[C:28](=[CH:29][CH:30]=[CH:31][CH:32]=3)[N:27]([CH2:35][C:36]#[N:37])[C:26]1=[O:38])=[O:23])=[CH:16]2. The catalyst is CO. The product is [NH2:37]/[C:36](=[N:2]\[OH:3])/[CH2:35][N:27]1[C:28]2[C:33](=[CH:32][CH:31]=[CH:30][CH:29]=2)[CH2:34][CH:25]([NH:24][C:22]([C:17]2[NH:18][C:19]3[C:15]([CH:16]=2)=[CH:14][C:13]([Cl:12])=[CH:21][CH:20]=3)=[O:23])[C:26]1=[O:38]. The yield is 0.440. (4) The reactants are C([O:8][C:9]1[CH:14]=[CH:13][C:12]([N:15]2[CH2:19][C@H:18]([CH2:20][OH:21])[O:17][C:16]2=[O:22])=[CH:11][C:10]=1[F:23])C1C=CC=CC=1. The catalyst is C1COCC1.CO.[Pd]. The product is [F:23][C:10]1[CH:11]=[C:12]([N:15]2[CH2:19][C@H:18]([CH2:20][OH:21])[O:17][C:16]2=[O:22])[CH:13]=[CH:14][C:9]=1[OH:8]. The yield is 0.700. (5) The reactants are [CH3:1][O:2][C:3]1[CH:10]=[C:7]([CH:8]=O)[C:6]([OH:11])=[CH:5][CH:4]=1.CC1(C)O[C:18](=[O:19])[CH2:17][C:15](=[O:16])[O:14]1. The catalyst is O. The product is [CH3:1][O:2][C:3]1[CH:10]=[C:7]2[C:6](=[CH:5][CH:4]=1)[O:11][C:18](=[O:19])[C:17]([C:15]([OH:16])=[O:14])=[CH:8]2. The yield is 0.790. (6) The reactants are [CH2:1]([N:8]1[C:14](=[O:15])[C:13]2[CH:16]=[CH:17][C:18](F)=[N:19][C:12]=2[O:11][CH2:10][CH2:9]1)[C:2]1[CH:7]=[CH:6][CH:5]=[CH:4][CH:3]=1.[C:21]1([OH:27])[CH:26]=[CH:25][CH:24]=[CH:23][CH:22]=1.C(=O)([O-])[O-].[K+].[K+].CN(C=O)C. The catalyst is O. The product is [CH2:1]([N:8]1[C:14](=[O:15])[C:13]2[CH:16]=[CH:17][C:18]([O:27][C:21]3[CH:26]=[CH:25][CH:24]=[CH:23][CH:22]=3)=[N:19][C:12]=2[O:11][CH2:10][CH2:9]1)[C:2]1[CH:7]=[CH:6][CH:5]=[CH:4][CH:3]=1. The yield is 0.660.